Dataset: Forward reaction prediction with 1.9M reactions from USPTO patents (1976-2016). Task: Predict the product of the given reaction. The product is: [Br:1][C:2]1[CH:10]=[C:9]2[C:5]([CH2:6][CH2:7][C:8]2=[N:20][NH:19][C:16]2[CH:17]=[CH:18][C:13]([Cl:12])=[CH:14][CH:15]=2)=[CH:4][CH:3]=1. Given the reactants [Br:1][C:2]1[CH:10]=[C:9]2[C:5]([CH2:6][CH2:7][C:8]2=O)=[CH:4][CH:3]=1.[Cl:12][C:13]1[CH:18]=[CH:17][C:16]([NH:19][NH2:20])=[CH:15][CH:14]=1, predict the reaction product.